The task is: Predict the product of the given reaction.. This data is from Forward reaction prediction with 1.9M reactions from USPTO patents (1976-2016). (1) Given the reactants [Cl:1][C:2]1[C:3]([CH:20]([S:29]([C:32]2[CH:37]=[CH:36][C:35]([Cl:38])=[CH:34][CH:33]=2)(=[O:31])=[O:30])[C:21]2[C:26]([F:27])=[CH:25][CH:24]=[CH:23][C:22]=2[F:28])=[CH:4][C:5]([NH:8]CC2C=CC(OC)=C(OC)C=2)=[N:6][CH:7]=1.C(=O)(O)[O-].[Na+].CCCCCC, predict the reaction product. The product is: [Cl:1][C:2]1[C:3]([CH:20]([S:29]([C:32]2[CH:37]=[CH:36][C:35]([Cl:38])=[CH:34][CH:33]=2)(=[O:31])=[O:30])[C:21]2[C:26]([F:27])=[CH:25][CH:24]=[CH:23][C:22]=2[F:28])=[CH:4][C:5]([NH2:8])=[N:6][CH:7]=1. (2) Given the reactants [Cl:1][C:2]1[CH:7]=[C:6](Cl)[CH:5]=[CH:4][C:3]=1[SH:9].[Br:10][C:11]1[CH:16]=[CH:15][CH:14]=[CH:13][C:12]=1S.ClC1C=C[CH:24]=[CH:23][C:20]=1[CH:21]=[O:22].ClC1C=C(C=CC=1Cl)C=O.NCCCCCCO.[NH2:45][CH2:46][CH2:47][CH2:48][N:49]1C[CH2:52][CH2:51][C:50]1=[O:54], predict the reaction product. The product is: [Br:10][C:11]1[CH:16]=[CH:15][CH:14]=[CH:13][C:12]=1[S:9][C:3]1[CH:4]=[CH:5][C:6](/[CH:52]=[CH:51]/[C:50]([NH:49][CH2:48][CH2:47][CH2:46][N:45]2[CH2:24][CH2:23][CH2:20][C:21]2=[O:22])=[O:54])=[CH:7][C:2]=1[Cl:1]. (3) Given the reactants [C:1]([N:9]1[CH2:14][CH2:13][N:12]([C:15](=[O:30])[C@H:16]([CH3:29])[O:17][C:18]2[CH:27]=[CH:26][CH:25]=[C:24]3[C:19]=2[CH:20]=[CH:21][C:22](=[O:28])[NH:23]3)[C@H:11]([CH3:31])[CH2:10]1)(=[O:8])[C:2]1[CH:7]=[CH:6][CH:5]=[CH:4][CH:3]=1.[Cl:32]N1C(=O)CCC1=O, predict the reaction product. The product is: [C:1]([N:9]1[CH2:14][CH2:13][N:12]([C:15](=[O:30])[C@H:16]([CH3:29])[O:17][C:18]2[CH:27]=[CH:26][C:25]([Cl:32])=[C:24]3[C:19]=2[CH:20]=[CH:21][C:22](=[O:28])[NH:23]3)[C@H:11]([CH3:31])[CH2:10]1)(=[O:8])[C:2]1[CH:7]=[CH:6][CH:5]=[CH:4][CH:3]=1. (4) Given the reactants C(Cl)Cl.FC(F)(F)C(O)=O.[OH:11][CH:12]1[CH:25]2[C:26]3[C:35]([CH:14]([C:15]4[CH:16]=[C:17]5[C:22](=[CH:23][C:24]=42)[CH:21]=[CH:20][CH:19]=[CH:18]5)[CH:13]1[OH:36])=[CH:34][C:33]1[C:28](=[CH:29][CH:30]=[CH:31][CH:32]=1)[CH:27]=3.Cl, predict the reaction product. The product is: [CH:29]1[C:28]2[C:33](=[CH:34][C:35]3[CH:14]4[C:13](=[O:36])[C:12](=[O:11])[CH:25]([C:26]=3[CH:27]=2)[C:24]2[C:15]4=[CH:16][C:17]3[C:22]([CH:23]=2)=[CH:21][CH:20]=[CH:19][CH:18]=3)[CH:32]=[CH:31][CH:30]=1.